This data is from Cav3 T-type calcium channel HTS with 100,875 compounds. The task is: Binary Classification. Given a drug SMILES string, predict its activity (active/inactive) in a high-throughput screening assay against a specified biological target. The result is 0 (inactive). The compound is S(CC(N1CCN(CCC1=O)CCc1ccccc1)Cc1ccccc1)c1ccc(OC)cc1.